This data is from Catalyst prediction with 721,799 reactions and 888 catalyst types from USPTO. The task is: Predict which catalyst facilitates the given reaction. (1) Reactant: [H-].[Na+].[Cl:3][C:4]1[N:9]=[CH:8][NH:7][C:6]2=[N:10][CH:11]=[CH:12][C:5]=12.CI.[C:15](OCC)(=O)C. Product: [Cl:3][C:4]1[C:5]2[CH:12]=[CH:11][N:10]([CH3:15])[C:6]=2[N:7]=[CH:8][N:9]=1. The catalyst class is: 35. (2) Reactant: [CH2:1]([NH:4][C:5]1[N:10]=[C:9]([NH:11][CH2:12][CH2:13][CH3:14])[N:8]=[C:7]([N:15](C)[O:16][CH3:17])[N:6]=1)[CH2:2][CH3:3].Cl.CON.[OH-].[Na+]. Product: [CH2:1]([NH:4][C:5]1[N:10]=[C:9]([NH:11][CH2:12][CH2:13][CH3:14])[N:8]=[C:7]([NH:15][O:16][CH3:17])[N:6]=1)[CH2:2][CH3:3]. The catalyst class is: 38. (3) Reactant: [CH3:1][C:2]1[CH:3]=[CH:4][N:5]2[C:10]=1[C:9](=[O:11])[N:8]([C:12]1[CH:17]=[CH:16][CH:15]=[CH:14][CH:13]=1)[C:7]([C@@H:18]([NH:20][C:21]1[C:22]3[C:29]([C:30]([O:32]CC4C=CC=CC=4)=[O:31])=[CH:28][NH:27][C:23]=3[N:24]=[CH:25][N:26]=1)[CH3:19])=[N:6]2. Product: [CH3:1][C:2]1[CH:3]=[CH:4][N:5]2[C:10]=1[C:9](=[O:11])[N:8]([C:12]1[CH:13]=[CH:14][CH:15]=[CH:16][CH:17]=1)[C:7]([C@@H:18]([NH:20][C:21]1[C:22]3[C:29]([C:30]([OH:32])=[O:31])=[CH:28][NH:27][C:23]=3[N:24]=[CH:25][N:26]=1)[CH3:19])=[N:6]2. The catalyst class is: 19. (4) Reactant: [N+:1]([C:4]1[CH:5]=[C:6]([OH:11])[C:7]([OH:10])=[CH:8][CH:9]=1)([O-:3])=[O:2].Cl[CH2:13][CH2:14][S:15][CH3:16].C([O-])([O-])=O.[K+].[K+]. Product: [CH3:16][S:15][CH2:14][CH2:13][O:10][C:7]1[CH:8]=[CH:9][C:4]([N+:1]([O-:3])=[O:2])=[CH:5][C:6]=1[OH:11]. The catalyst class is: 85. (5) Reactant: C([O-])([O-])=O.[K+].[K+].[CH2:7](Br)[CH:8]=[CH2:9].[CH2:11]([C:14]1[C:15]([Cl:24])=[C:16]([CH:19]=[C:20]([Br:23])[C:21]=1[SH:22])[C:17]#[N:18])[CH:12]=[CH2:13]. Product: [CH2:11]([C:14]1[C:15]([Cl:24])=[C:16]([CH:19]=[C:20]([Br:23])[C:21]=1[S:22][CH2:9][CH:8]=[CH2:7])[C:17]#[N:18])[CH:12]=[CH2:13]. The catalyst class is: 23. (6) Reactant: Cl[CH2:2][CH:3]=O.[NH2:5][CH2:6][CH2:7][NH:8][CH2:9][CH2:10][NH2:11].C([O-])([O-])=O.[K+].[K+]. Product: [NH:8]1[CH:9]2[CH2:10][NH:11][CH2:2][CH2:3][N:5]2[CH2:6][CH2:7]1. The catalyst class is: 10.